This data is from Reaction yield outcomes from USPTO patents with 853,638 reactions. The task is: Predict the reaction yield, written as a fraction of the theoretical maximum amount of product (1.0 means a 100% yield; for example, 0.34 means a 34% yield). (1) The reactants are [C@@H:1]12[CH2:7][NH:6][C@@H:5]1[CH2:4][N:3]([C:8]([O:10][CH2:11][C:12]1[CH:17]=[CH:16][CH:15]=[CH:14][CH:13]=1)=[O:9])[CH2:2]2.[Cl:18][C:19]1[C:24]([Cl:25])=[CH:23][C:22](I)=[CH:21][N:20]=1.C1(P(C2C=CC=CC=2)C2C=CC3C(=CC=CC=3)C=2C2C3C(=CC=CC=3)C=CC=2P(C2C=CC=CC=2)C2C=CC=CC=2)C=CC=CC=1.CC(C)([O-])C.[Na+]. The catalyst is C1C=CC(/C=C/C(/C=C/C2C=CC=CC=2)=O)=CC=1.C1C=CC(/C=C/C(/C=C/C2C=CC=CC=2)=O)=CC=1.C1C=CC(/C=C/C(/C=C/C2C=CC=CC=2)=O)=CC=1.[Pd].[Pd]. The product is [Cl:25][C:24]1[CH:23]=[C:22]([N:6]2[CH2:7][C@@H:1]3[C@H:5]2[CH2:4][N:3]([C:8]([O:10][CH2:11][C:12]2[CH:17]=[CH:16][CH:15]=[CH:14][CH:13]=2)=[O:9])[CH2:2]3)[CH:21]=[N:20][C:19]=1[Cl:18]. The yield is 0.250. (2) The reactants are [OH:1][CH2:2][C:3]1[CH:8]=[CH:7][C:6]([OH:9])=[CH:5][CH:4]=1.[CH3:10][C:11]([Si:14](Cl)([CH3:16])[CH3:15])([CH3:13])[CH3:12].N1C=CN=C1. The catalyst is CN(C=O)C.CCOC(C)=O. The product is [Si:14]([O:1][CH2:2][C:3]1[CH:8]=[CH:7][C:6]([OH:9])=[CH:5][CH:4]=1)([C:11]([CH3:13])([CH3:12])[CH3:10])([CH3:16])[CH3:15]. The yield is 0.680. (3) The reactants are C([Li])CCC.[Br:6][C:7]1[CH:8]=[C:9]([CH:13]=[CH:14][CH:15]=1)[C:10]([OH:12])=[O:11].CN([CH:19]=[O:20])C.O. The catalyst is C1COCC1. The product is [Br:6][C:7]1[CH:15]=[CH:14][CH:13]=[C:9]2[C:8]=1[CH:19]([OH:20])[O:11][C:10]2=[O:12]. The yield is 0.410. (4) The reactants are [CH3:1][C:2]1[CH:3]=[C:4]([NH:16][C:17]2[C:26]3[C:21](=[CH:22][CH:23]=[C:24]([OH:27])[CH:25]=3)[N:20]=[CH:19][N:18]=2)[CH:5]=[CH:6][C:7]=1[O:8][C:9]1[CH:10]=[N:11][C:12]([CH3:15])=[CH:13][CH:14]=1.[C:28]([O:32][C:33]([N:35]1[CH:38](O)[CH2:37][CH2:36]1)=[O:34])([CH3:31])([CH3:30])[CH3:29]. No catalyst specified. The product is [CH3:1][C:2]1[CH:3]=[C:4]([NH:16][C:17]2[C:26]3[C:21](=[CH:22][CH:23]=[C:24]([O:27][CH:37]4[CH2:36][N:35]([C:33]([O:32][C:28]([CH3:31])([CH3:30])[CH3:29])=[O:34])[CH2:38]4)[CH:25]=3)[N:20]=[CH:19][N:18]=2)[CH:5]=[CH:6][C:7]=1[O:8][C:9]1[CH:10]=[N:11][C:12]([CH3:15])=[CH:13][CH:14]=1. The yield is 0.670. (5) The reactants are [CH2:1]([O:4][CH:5]1[O:10][C:9]([CH2:13][OH:14])([CH2:11][OH:12])[C@@H:8]([O:15][CH2:16][C:17]2[CH:22]=[CH:21][CH:20]=[CH:19][CH:18]=2)[C@H:7]([O:23][CH2:24][C:25]2[CH:30]=[CH:29][CH:28]=[CH:27][CH:26]=2)[C@H:6]1[O:31][CH2:32][C:33]1[CH:38]=[CH:37][CH:36]=[CH:35][CH:34]=1)[CH:2]=[CH2:3].[H-].[Na+].Br[CH2:42][C:43]1[CH:48]=[CH:47][C:46]([O:49][CH3:50])=[CH:45][CH:44]=1. The catalyst is CN(C)C=O. The product is [CH2:1]([O:4][CH:5]1[O:10][C:9]([CH2:11][O:12][CH2:42][C:43]2[CH:48]=[CH:47][C:46]([O:49][CH3:50])=[CH:45][CH:44]=2)([CH2:13][O:14][CH2:42][C:43]2[CH:48]=[CH:47][C:46]([O:49][CH3:50])=[CH:45][CH:44]=2)[C@@H:8]([O:15][CH2:16][C:17]2[CH:22]=[CH:21][CH:20]=[CH:19][CH:18]=2)[C@H:7]([O:23][CH2:24][C:25]2[CH:26]=[CH:27][CH:28]=[CH:29][CH:30]=2)[C@H:6]1[O:31][CH2:32][C:33]1[CH:34]=[CH:35][CH:36]=[CH:37][CH:38]=1)[CH:2]=[CH2:3]. The yield is 0.520. (6) The reactants are [O:1]=[C:2]1[CH2:11][CH2:10][C:9]2[C:4](=[CH:5][C:6]([O:12][CH2:13][C:14]3[CH:26]=[CH:25][C:17]([C:18]([O:20]C(C)(C)C)=[O:19])=[CH:16][CH:15]=3)=[CH:7][CH:8]=2)[NH:3]1.[Br:27]Br.[Br-].[K+]. The catalyst is C(O)(=O)C. The product is [Br:27][C:7]1[CH:8]=[C:9]2[C:4](=[CH:5][C:6]=1[O:12][CH2:13][C:14]1[CH:26]=[CH:25][C:17]([C:18]([OH:20])=[O:19])=[CH:16][CH:15]=1)[NH:3][C:2](=[O:1])[CH2:11][CH2:10]2. The yield is 0.570. (7) The reactants are Br[C:2]1[N:3]=[C:4]([NH:10][C:11]2[CH:12]=[N:13][CH:14]=[CH:15][CH:16]=2)[C:5](=[O:9])[N:6]([CH3:8])[CH:7]=1.CC1(C)C(C)(C)[O:21][B:20](B2OC(C)(C)C(C)(C)O2)[O:19]1.C([O-])(=O)C.[K+]. The catalyst is [Pd].O1CCOCC1. The product is [CH3:8][N:6]1[C:5](=[O:9])[C:4]([NH:10][C:11]2[CH:12]=[N:13][CH:14]=[CH:15][CH:16]=2)=[N:3][C:2]([B:20]([OH:21])[OH:19])=[CH:7]1. The yield is 0.580. (8) The reactants are [CH3:1][N:2]1[C:6]([C:7](=[O:24])[NH:8][C:9]2[CH:14]=[CH:13][N:12]3[N:15]=[C:16]([C:18]4[CH:23]=[CH:22][CH:21]=[CH:20][CH:19]=4)[N:17]=[C:11]3[CH:10]=2)=[C:5]([C:25]([OH:27])=O)[CH:4]=[N:3]1.[NH:28]1[CH2:33][CH2:32][S:31](=[O:35])(=[O:34])[CH2:30][CH2:29]1.C(N(C(C)C)CC)(C)C.CCCP(=O)=O. The catalyst is O1CCCC1. The product is [C:18]1([C:16]2[N:17]=[C:11]3[CH:10]=[C:9]([NH:8][C:7]([C:6]4[N:2]([CH3:1])[N:3]=[CH:4][C:5]=4[C:25]([N:28]4[CH2:33][CH2:32][S:31](=[O:35])(=[O:34])[CH2:30][CH2:29]4)=[O:27])=[O:24])[CH:14]=[CH:13][N:12]3[N:15]=2)[CH:23]=[CH:22][CH:21]=[CH:20][CH:19]=1. The yield is 0.847. (9) The reactants are [Cl:1][C:2]1[CH:3]=[C:4]([CH:18]=[C:19]([O:28][CH:29]2[CH2:34][CH2:33][CH2:32][CH2:31][CH2:30]2)[C:20]=1[O:21][CH:22]1[CH2:27][CH2:26][CH2:25][CH2:24][CH2:23]1)[C:5]([NH:7][C:8]1[CH:17]=[CH:16][C:11]([C:12]([O:14]C)=[O:13])=[CH:10][CH:9]=1)=[O:6]. The catalyst is O1CCOCC1. The product is [Cl:1][C:2]1[CH:3]=[C:4]([CH:18]=[C:19]([O:28][CH:29]2[CH2:34][CH2:33][CH2:32][CH2:31][CH2:30]2)[C:20]=1[O:21][CH:22]1[CH2:27][CH2:26][CH2:25][CH2:24][CH2:23]1)[C:5]([NH:7][C:8]1[CH:9]=[CH:10][C:11]([C:12]([OH:14])=[O:13])=[CH:16][CH:17]=1)=[O:6]. The yield is 0.190.